This data is from TCR-epitope binding with 47,182 pairs between 192 epitopes and 23,139 TCRs. The task is: Binary Classification. Given a T-cell receptor sequence (or CDR3 region) and an epitope sequence, predict whether binding occurs between them. (1) The epitope is ISDYDYYRY. The TCR CDR3 sequence is CASSQVSSSYNEQFF. Result: 0 (the TCR does not bind to the epitope). (2) Result: 0 (the TCR does not bind to the epitope). The TCR CDR3 sequence is CASSRFLGSGGAAEQFF. The epitope is IVDTVSALV. (3) The epitope is HTDFSSEIIGY. The TCR CDR3 sequence is CASSELEAYGYTF. Result: 0 (the TCR does not bind to the epitope). (4) The epitope is GTHWFVTQR. The TCR CDR3 sequence is CASSKRPAGYTF. Result: 1 (the TCR binds to the epitope). (5) The epitope is RLRPGGKKK. The TCR CDR3 sequence is CASSLPLAGGSDTQYF. Result: 0 (the TCR does not bind to the epitope). (6) The epitope is TPRVTGGGAM. The TCR CDR3 sequence is CASSLNPRGSSGEQYF. Result: 0 (the TCR does not bind to the epitope). (7) The epitope is KMKDLSPRW. The TCR CDR3 sequence is CASSAGDWISDNSPLHF. Result: 0 (the TCR does not bind to the epitope). (8) Result: 1 (the TCR binds to the epitope). The TCR CDR3 sequence is CASSFGGLYEQYF. The epitope is YIFFASFYY. (9) The epitope is RLRPGGKKK. The TCR CDR3 sequence is CASSPGWGNTEAFF. Result: 1 (the TCR binds to the epitope).